Dataset: Forward reaction prediction with 1.9M reactions from USPTO patents (1976-2016). Task: Predict the product of the given reaction. (1) Given the reactants [CH:1]1[C:6]([C@H:7]2[CH2:16][O:15][C:14]3[CH:13]=[C:12]([OH:17])[CH:11]=[CH:10][C:9]=3[CH2:8]2)=[CH:5][CH:4]=[C:3]([OH:18])[CH:2]=1.C(O[CH:22](OCC)[CH:23]=[C:24]([CH3:26])[CH3:25])C, predict the reaction product. The product is: [CH3:25][C:24]1([CH3:26])[O:17][C:12]2[CH:13]=[C:14]3[C:9]([CH2:8][CH:7]([C:6]4[CH:5]=[CH:4][C:3]([OH:18])=[CH:2][CH:1]=4)[CH2:16][O:15]3)=[CH:10][C:11]=2[CH:22]=[CH:23]1. (2) The product is: [CH2:24]([S:26]([C:29]1[CH:34]=[C:33]([C:2]2[CH:3]=[C:4]([C:20]([F:23])([F:21])[F:22])[C:5]([CH3:19])=[C:6]([N+:16]([O-:18])=[O:17])[C:7]=2[C:8]2[C:9]([F:15])=[N:10][CH:11]=[C:12]([CH3:14])[CH:13]=2)[CH:32]=[CH:31][CH:30]=1)(=[O:27])=[O:28])[CH3:25]. Given the reactants Cl[C:2]1[C:7]([C:8]2[C:9]([F:15])=[N:10][CH:11]=[C:12]([CH3:14])[CH:13]=2)=[C:6]([N+:16]([O-:18])=[O:17])[C:5]([CH3:19])=[C:4]([C:20]([F:23])([F:22])[F:21])[CH:3]=1.[CH2:24]([S:26]([C:29]1[CH:30]=[C:31](B(O)O)[CH:32]=[CH:33][CH:34]=1)(=[O:28])=[O:27])[CH3:25].C1(P(C2CCCCC2)C2CCCCC2)CCCCC1.C([O-])([O-])=O.[Cs+].[Cs+], predict the reaction product. (3) The product is: [C:11]([C:15]1[N:19]([CH2:20][CH2:21][C:22]2[CH:27]=[CH:26][CH:25]=[CH:24][CH:23]=2)[C:18]([CH3:28])=[C:17]([C:29]([O:31][CH2:32][CH3:33])=[O:30])[C:16]=1[CH:8]=[O:9])([CH3:14])([CH3:12])[CH3:13]. Given the reactants P(Cl)(Cl)(Cl)=O.CN(C)[CH:8]=[O:9].[C:11]([C:15]1[N:19]([CH2:20][CH2:21][C:22]2[CH:27]=[CH:26][CH:25]=[CH:24][CH:23]=2)[C:18]([CH3:28])=[C:17]([C:29]([O:31][CH2:32][CH3:33])=[O:30])[CH:16]=1)([CH3:14])([CH3:13])[CH3:12], predict the reaction product. (4) The product is: [CH2:1]([C:5]1([O:33][CH3:34])[CH2:6][CH2:7][N:8]([C:11]2[CH:12]=[CH:13][C:14]([C:17]3[S:18][C:19]([C:22]4[CH:23]=[CH:24][C:25]([CH2:26][OH:27])=[CH:31][CH:32]=4)=[CH:20][N:21]=3)=[CH:15][CH:16]=2)[CH2:9][CH2:10]1)[CH2:2][CH2:3][CH3:4]. Given the reactants [CH2:1]([C:5]1([O:33][CH3:34])[CH2:10][CH2:9][N:8]([C:11]2[CH:16]=[CH:15][C:14]([C:17]3[S:18][C:19]([C:22]4[CH:32]=[CH:31][C:25]([C:26](OCC)=[O:27])=[CH:24][CH:23]=4)=[CH:20][N:21]=3)=[CH:13][CH:12]=2)[CH2:7][CH2:6]1)[CH2:2][CH2:3][CH3:4].[H-].[Al+3].[Li+].[H-].[H-].[H-].C(OC(=O)C)C.Cl, predict the reaction product. (5) Given the reactants O=[C:2]1[CH2:5][C:4]([C:12]([O:14][CH:15]([CH3:17])[CH3:16])=[O:13])([C:6]([O:8][CH:9]([CH3:11])[CH3:10])=[O:7])[CH2:3]1.Cl.[NH2:19][OH:20], predict the reaction product. The product is: [OH:20][N:19]=[C:2]1[CH2:5][C:4]([C:12]([O:14][CH:15]([CH3:17])[CH3:16])=[O:13])([C:6]([O:8][CH:9]([CH3:11])[CH3:10])=[O:7])[CH2:3]1. (6) The product is: [Cl:1][C:2]1[N:7]=[C:6]([NH:8][S:19]([C:14]2[CH:15]=[CH:16][C:17]([Cl:18])=[C:12]([Cl:11])[CH:13]=2)(=[O:21])=[O:20])[C:5]([O:9][CH3:10])=[N:4][CH:3]=1. Given the reactants [Cl:1][C:2]1[N:7]=[C:6]([NH2:8])[C:5]([O:9][CH3:10])=[N:4][CH:3]=1.[Cl:11][C:12]1[CH:13]=[C:14]([S:19](Cl)(=[O:21])=[O:20])[CH:15]=[CH:16][C:17]=1[Cl:18], predict the reaction product. (7) Given the reactants Br[C:2]1[CH:3]=[C:4]([CH2:14][C:15]([O:17][CH2:18][CH3:19])=[O:16])[CH:5]=[C:6]([Cl:13])[C:7]=1[O:8][CH2:9][CH:10]1[CH2:12][CH2:11]1.[F:20][C:21]([F:32])([F:31])[C:22]1[CH:27]=[CH:26][C:25](B(O)O)=[CH:24][CH:23]=1.C(=O)([O-])[O-].[Cs+].[Cs+], predict the reaction product. The product is: [Cl:13][C:6]1[CH:5]=[C:4]([CH2:14][C:15]([O:17][CH2:18][CH3:19])=[O:16])[CH:3]=[C:2]([C:25]2[CH:26]=[CH:27][C:22]([C:21]([F:32])([F:31])[F:20])=[CH:23][CH:24]=2)[C:7]=1[O:8][CH2:9][CH:10]1[CH2:12][CH2:11]1.